This data is from Merck oncology drug combination screen with 23,052 pairs across 39 cell lines. The task is: Regression. Given two drug SMILES strings and cell line genomic features, predict the synergy score measuring deviation from expected non-interaction effect. (1) Drug 1: CC1CC2C3CCC4=CC(=O)C=CC4(C)C3(F)C(O)CC2(C)C1(O)C(=O)CO. Drug 2: NC(=O)c1cccc2cn(-c3ccc(C4CCCNC4)cc3)nc12. Cell line: NCIH23. Synergy scores: synergy=2.23. (2) Drug 1: Nc1ccn(C2OC(CO)C(O)C2(F)F)c(=O)n1. Drug 2: NC(=O)c1cccc2cn(-c3ccc(C4CCCNC4)cc3)nc12. Cell line: LOVO. Synergy scores: synergy=-3.16. (3) Drug 1: Cn1nnc2c(C(N)=O)ncn2c1=O. Drug 2: CC(C)CC(NC(=O)C(Cc1ccccc1)NC(=O)c1cnccn1)B(O)O. Cell line: SW837. Synergy scores: synergy=-15.1. (4) Drug 1: Cc1nc(Nc2ncc(C(=O)Nc3c(C)cccc3Cl)s2)cc(N2CCN(CCO)CC2)n1. Drug 2: CCc1c2c(nc3ccc(O)cc13)-c1cc3c(c(=O)n1C2)COC(=O)C3(O)CC. Cell line: ZR751. Synergy scores: synergy=-4.68. (5) Drug 1: CC(C)CC(NC(=O)C(Cc1ccccc1)NC(=O)c1cnccn1)B(O)O. Cell line: RKO. Synergy scores: synergy=-3.21. Drug 2: CCC1(O)C(=O)OCc2c1cc1n(c2=O)Cc2cc3c(CN(C)C)c(O)ccc3nc2-1. (6) Drug 1: O=S1(=O)NC2(CN1CC(F)(F)F)C1CCC2Cc2cc(C=CCN3CCC(C(F)(F)F)CC3)ccc2C1. Drug 2: COC12C(COC(N)=O)C3=C(C(=O)C(C)=C(N)C3=O)N1CC1NC12. Cell line: LNCAP. Synergy scores: synergy=-12.7. (7) Drug 1: NC1(c2ccc(-c3nc4ccn5c(=O)[nH]nc5c4cc3-c3ccccc3)cc2)CCC1. Drug 2: CCc1cnn2c(NCc3ccc[n+]([O-])c3)cc(N3CCCCC3CCO)nc12. Cell line: A427. Synergy scores: synergy=7.66. (8) Drug 1: Cn1nnc2c(C(N)=O)ncn2c1=O. Drug 2: CC1(c2nc3c(C(N)=O)cccc3[nH]2)CCCN1. Cell line: UWB1289BRCA1. Synergy scores: synergy=20.0. (9) Drug 1: O=C(CCCCCCC(=O)Nc1ccccc1)NO. Drug 2: CNC(=O)c1cc(Oc2ccc(NC(=O)Nc3ccc(Cl)c(C(F)(F)F)c3)cc2)ccn1. Cell line: OVCAR3. Synergy scores: synergy=-13.1. (10) Drug 2: Cn1cc(-c2cnn3c(N)c(Br)c(C4CCCNC4)nc23)cn1. Drug 1: COC1=C2CC(C)CC(OC)C(O)C(C)C=C(C)C(OC(N)=O)C(OC)C=CC=C(C)C(=O)NC(=CC1=O)C2=O. Cell line: SKMES1. Synergy scores: synergy=-23.4.